Dataset: Forward reaction prediction with 1.9M reactions from USPTO patents (1976-2016). Task: Predict the product of the given reaction. (1) The product is: [C:5]([C:19]1[C:10]([Cl:9])=[C:11]2[C:16](=[C:17]([CH3:20])[CH:18]=1)[S:15][CH2:14][CH2:13][C:12]2([CH3:22])[CH3:21])(=[O:7])[CH3:6]. Given the reactants [Cl-].[Al+3].[Cl-].[Cl-].[C:5](Cl)(=[O:7])[CH3:6].[Cl:9][C:10]1[CH:19]=[CH:18][C:17]([CH3:20])=[C:16]2[C:11]=1[C:12]([CH3:22])([CH3:21])[CH2:13][CH2:14][S:15]2, predict the reaction product. (2) Given the reactants [CH3:1][N:2]1[CH2:6][CH:5]([C:7]([O:9][C:10]([CH3:13])([CH3:12])[CH3:11])=[O:8])[NH:4][C:3]1=[O:14].O=C1N(C(OCC2C=CC=CC=2)=O)[C@H](C(O)=O)CN1.[H-].[Na+].ClC(Cl)(Cl)S(O[CH2:42][C:43]([F:46])([F:45])[F:44])(=O)=O, predict the reaction product. The product is: [CH3:1][N:2]1[CH2:6][CH:5]([C:7]([O:9][C:10]([CH3:11])([CH3:13])[CH3:12])=[O:8])[N:4]([CH2:42][C:43]([F:46])([F:45])[F:44])[C:3]1=[O:14]. (3) Given the reactants C[S-].[Na+].C[S:5][C:6]1[C:11]([NH:12][C:13]2[CH:18]=[CH:17][CH:16]=[C:15]([NH:19][C:20]3[C:21]([S:26]C)=[N:22][CH:23]=[CH:24][CH:25]=3)[CH:14]=2)=[CH:10][CH:9]=[CH:8][N:7]=1, predict the reaction product. The product is: [C:15]1([NH:19][C:20]2[C:21]([SH:26])=[N:22][CH:23]=[CH:24][CH:25]=2)[CH:16]=[CH:17][CH:18]=[C:13]([NH:12][C:11]2[C:6]([SH:5])=[N:7][CH:8]=[CH:9][CH:10]=2)[CH:14]=1. (4) Given the reactants [CH3:1][O:2][C:3]1[CH:4]=[C:5]2[C:10](=[CH:11][C:12]=1[O:13][CH3:14])[N:9]=[CH:8][CH:7]=[C:6]2[O:15][C:16]1[CH:22]=[CH:21][C:19]([NH2:20])=[C:18]([O:23][CH3:24])[CH:17]=1.ClC(Cl)(O[C:29](=[O:35])OC(Cl)(Cl)Cl)Cl.[NH2:37][N:38]1[CH2:43][CH2:42][CH2:41][CH2:40][CH2:39]1.C(=O)(O)[O-].[Na+], predict the reaction product. The product is: [CH3:1][O:2][C:3]1[CH:4]=[C:5]2[C:10](=[CH:11][C:12]=1[O:13][CH3:14])[N:9]=[CH:8][CH:7]=[C:6]2[O:15][C:16]1[CH:22]=[CH:21][C:19]([NH:20][C:29]([NH:37][N:38]2[CH2:43][CH2:42][CH2:41][CH2:40][CH2:39]2)=[O:35])=[C:18]([O:23][CH3:24])[CH:17]=1. (5) Given the reactants [NH2:1][C:2]1[N:7]=[CH:6][C:5]([S:8]([NH:11][C:12]2[S:13][CH:14]=[CH:15][N:16]=2)(=[O:10])=[O:9])=[CH:4][CH:3]=1.C[Al](C)C.[Cl:21][C:22]1[C:30]([F:31])=[CH:29][CH:28]=[C:27]2[C:23]=1[CH2:24][CH2:25][N:26]2[C@H:32]1[CH2:36][CH2:35][O:34][C:33]1=[O:37].Cl, predict the reaction product. The product is: [Cl:21][C:22]1[C:30]([F:31])=[CH:29][CH:28]=[C:27]2[C:23]=1[CH2:24][CH2:25][N:26]2[C@@H:32]([CH2:36][CH2:35][OH:34])[C:33]([NH:1][C:2]1[CH:3]=[CH:4][C:5]([S:8](=[O:9])(=[O:10])[NH:11][C:12]2[S:13][CH:14]=[CH:15][N:16]=2)=[CH:6][N:7]=1)=[O:37]. (6) Given the reactants CN(C(ON1N=NC2C=CC=NC1=2)=[N+](C)C)C.F[P-](F)(F)(F)(F)F.CCN(C(C)C)C(C)C.[Br:34][C:35]1[C:43]2[C:38](=[CH:39][C:40]([O:44][CH2:45][CH2:46][OH:47])=[CH:41][CH:42]=2)[NH:37][C:36]=1[C:48]([OH:50])=O.[NH2:51][CH2:52][C:53]1[C:54]([F:70])=[C:55]([O:60][C:61]2[CH:62]=[C:63]([CH:66]=[C:67]([Cl:69])[CH:68]=2)[C:64]#[N:65])[C:56]([Cl:59])=[CH:57][CH:58]=1, predict the reaction product. The product is: [Br:34][C:35]1[C:43]2[C:38](=[CH:39][C:40]([O:44][CH2:45][CH2:46][OH:47])=[CH:41][CH:42]=2)[NH:37][C:36]=1[C:48]([NH:51][CH2:52][C:53]1[CH:58]=[CH:57][C:56]([Cl:59])=[C:55]([O:60][C:61]2[CH:62]=[C:63]([C:64]#[N:65])[CH:66]=[C:67]([Cl:69])[CH:68]=2)[C:54]=1[F:70])=[O:50]. (7) The product is: [C:1]1([C:7]#[C:8][C:9]2[CH2:13][C:12]3([CH2:18][CH2:17][NH:16][CH2:15]3)[O:11][N:10]=2)[CH:2]=[CH:3][CH:4]=[CH:5][CH:6]=1. Given the reactants [C:1]1([C:7]#[C:8][C:9]2[CH2:13][C:12]3([CH2:18][CH2:17][NH:16][CH2:15]C3)[O:11][N:10]=2)[CH:6]=[CH:5][CH:4]=[CH:3][CH:2]=1.C1(C#CC2CC3(CCN(C(OC(C)(C)C)=O)C3)ON=2)C=CC=CC=1, predict the reaction product.